From a dataset of Catalyst prediction with 721,799 reactions and 888 catalyst types from USPTO. Predict which catalyst facilitates the given reaction. (1) Reactant: C(O[C:4]([C:6]1[N:11]=[N:10][C:9]([S:12][CH3:13])=[N:8][C:7]=1[NH:14][C:15](=[O:25])[CH2:16][C:17]1[C:22]([F:23])=[CH:21][CH:20]=[CH:19][C:18]=1[Cl:24])=[O:5])C.C(=O)([O-])[O-].[K+].[K+]. Product: [CH3:13][S:12][C:9]1[N:10]=[N:11][C:6]2[C:4](=[O:5])[CH:16]([C:17]3[C:22]([F:23])=[CH:21][CH:20]=[CH:19][C:18]=3[Cl:24])[C:15](=[O:25])[NH:14][C:7]=2[N:8]=1. The catalyst class is: 3. (2) Reactant: [Br:1][C:2]1[S:3][CH:4]=[C:5]([CH2:7][O:8]/[N:9]=[C:10](/[C:16]2[CH:21]=[CH:20][CH:19]=[CH:18][CH:17]=2)\[C:11](=[NH:15])[N:12]([OH:14])[CH3:13])[N:6]=1.[C:22](N1C=CN=C1)(N1C=CN=C1)=[O:23]. Product: [Br:1][C:2]1[S:3][CH:4]=[C:5]([CH2:7][O:8]/[N:9]=[C:10](/[C:16]2[CH:21]=[CH:20][CH:19]=[CH:18][CH:17]=2)\[C:11]2[N:12]([CH3:13])[O:14][C:22](=[O:23])[N:15]=2)[N:6]=1. The catalyst class is: 10. (3) Reactant: [NH2:1][C@@H:2]([C@@H:39]([C:46]1[CH:51]=[CH:50][C:49]([Cl:52])=[CH:48][CH:47]=1)[CH:40]1[CH2:45][CH2:44][O:43][CH2:42][CH2:41]1)[C:3]([NH:5][C:6]1[CH:37]=[CH:36][CH:35]=[C:34]([F:38])[C:7]=1[CH2:8][CH2:9][C@@H:10]1[N:15]([S:16]([C:19]2[CH:24]=[CH:23][C:22]([F:25])=[CH:21][CH:20]=2)(=[O:18])=[O:17])[C@H:14]([CH3:26])[CH2:13][N:12]([C:27]([O:29][C:30]([CH3:33])([CH3:32])[CH3:31])=[O:28])[CH2:11]1)=[O:4].[C:53](=O)([O:62][CH3:63])[O:54]N1C(=O)CCC1=O. Product: [Cl:52][C:49]1[CH:48]=[CH:47][C:46]([C@@H:39]([CH:40]2[CH2:41][CH2:42][O:43][CH2:44][CH2:45]2)[C@H:2]([NH:1][C:53]([O:62][CH3:63])=[O:54])[C:3]([NH:5][C:6]2[CH:37]=[CH:36][CH:35]=[C:34]([F:38])[C:7]=2[CH2:8][CH2:9][C@@H:10]2[N:15]([S:16]([C:19]3[CH:24]=[CH:23][C:22]([F:25])=[CH:21][CH:20]=3)(=[O:18])=[O:17])[C@H:14]([CH3:26])[CH2:13][N:12]([C:27]([O:29][C:30]([CH3:32])([CH3:33])[CH3:31])=[O:28])[CH2:11]2)=[O:4])=[CH:51][CH:50]=1. The catalyst class is: 4. (4) Product: [Cl:22][C:7]1[C:8]([C:10]2[CH:11]=[N:12][C:13]([C:18]([F:19])([F:21])[F:20])=[CH:14][C:15]=2[C:16]#[N:17])=[CH:9][C:4]([C:3]([OH:25])=[O:2])=[C:5]([O:23][CH3:24])[CH:6]=1. Reactant: C[O:2][C:3](=[O:25])[C:4]1[CH:9]=[C:8]([C:10]2[CH:11]=[N:12][C:13]([C:18]([F:21])([F:20])[F:19])=[CH:14][C:15]=2[C:16]#[N:17])[C:7]([Cl:22])=[CH:6][C:5]=1[O:23][CH3:24].[OH-].C[Sn+](C)C. The catalyst class is: 26. (5) Reactant: C([Si](C1C=CC=CC=1)(C1C=CC=CC=1)[O:6][CH2:7][CH2:8][CH:9]1[CH2:12][CH:11]([O:13][CH:14]2[CH2:19][CH2:18][CH2:17][CH2:16][O:15]2)[CH2:10]1)(C)(C)C.[F-].C([N+](CCCC)(CCCC)CCCC)CCC. Product: [O:15]1[CH2:16][CH2:17][CH2:18][CH2:19][CH:14]1[O:13][CH:11]1[CH2:10][CH:9]([CH2:8][CH2:7][OH:6])[CH2:12]1. The catalyst class is: 7. (6) Reactant: [Cl:1][C:2]1[C:3]([O:12][C:13]2[CH:18]=[C:17]([O:19][CH2:20][CH2:21][CH2:22][O:23][CH2:24][CH2:25][O:26][CH3:27])[CH:16]=[CH:15][C:14]=2/[CH:28]=[CH:29]/[C:30]([OH:32])=O)=[N:4][CH:5]=[C:6]([C:8]([F:11])([F:10])[F:9])[CH:7]=1.Cl.C(N=C=NCCCN(C)C)C.[CH2:45]([S:50]([NH2:53])(=[O:52])=[O:51])[CH2:46][CH2:47][CH2:48][CH3:49].Cl. Product: [Cl:1][C:2]1[C:3]([O:12][C:13]2[CH:18]=[C:17]([O:19][CH2:20][CH2:21][CH2:22][O:23][CH2:24][CH2:25][O:26][CH3:27])[CH:16]=[CH:15][C:14]=2/[CH:28]=[CH:29]/[C:30]([NH:53][S:50]([CH2:45][CH2:46][CH2:47][CH2:48][CH3:49])(=[O:52])=[O:51])=[O:32])=[N:4][CH:5]=[C:6]([C:8]([F:9])([F:11])[F:10])[CH:7]=1. The catalyst class is: 766.